The task is: Predict which catalyst facilitates the given reaction.. This data is from Catalyst prediction with 721,799 reactions and 888 catalyst types from USPTO. Reactant: [CH3:1][C:2]1([CH3:13])[CH2:7][CH2:6][CH:5]([C:8]([O:10]C)=O)[C:4](=O)[CH2:3]1.[Br:14][C:15]1[CH:20]=[CH:19][N:18]=[C:17]([NH2:21])[CH:16]=1. Product: [Br:14][C:15]1[CH:20]=[CH:19][N:18]2[C:17](=[N:21][C:4]3[CH2:3][C:2]([CH3:1])([CH3:13])[CH2:7][CH2:6][C:5]=3[C:8]2=[O:10])[CH:16]=1. The catalyst class is: 26.